The task is: Predict which catalyst facilitates the given reaction.. This data is from Catalyst prediction with 721,799 reactions and 888 catalyst types from USPTO. (1) Reactant: [CH3:1][O:2][C:3]([C:5]1[C:6]2[CH:7]=[C:8]([C:14]([O:16]C(C)(C)C)=[O:15])[NH:9][C:10]=2[CH:11]=[CH:12][CH:13]=1)=[O:4].C1(C)C=CC=CC=1. Product: [CH3:1][O:2][C:3]([C:5]1[C:6]2[CH:7]=[C:8]([C:14]([OH:16])=[O:15])[NH:9][C:10]=2[CH:11]=[CH:12][CH:13]=1)=[O:4]. The catalyst class is: 67. (2) Reactant: [F:1][C:2]1[CH:7]=[C:6]([CH2:8]O)[CH:5]=[C:4]([NH:10][CH2:11][C:12]2[CH:17]=[CH:16][C:15]([O:18][CH3:19])=[CH:14][CH:13]=2)[N:3]=1.C(N(CC)CC)C.CS(Cl)(=O)=O.[Br:32][C:33]1[CH:34]=[C:35]([CH:49]=[C:50]([CH3:52])[CH:51]=1)[C:36]([C:38]1[NH:43][C:42](=[O:44])[NH:41][C:40](=[O:45])[C:39]=1[CH:46]([CH3:48])[CH3:47])=[O:37].C(=O)([O-])[O-].[K+].[K+].[I-].[Li+]. Product: [Br:32][C:33]1[CH:34]=[C:35]([CH:49]=[C:50]([CH3:52])[CH:51]=1)[C:36]([C:38]1[N:43]([CH2:8][C:6]2[CH:5]=[C:4]([NH:10][CH2:11][C:12]3[CH:17]=[CH:16][C:15]([O:18][CH3:19])=[CH:14][CH:13]=3)[N:3]=[C:2]([F:1])[CH:7]=2)[C:42](=[O:44])[NH:41][C:40](=[O:45])[C:39]=1[CH:46]([CH3:47])[CH3:48])=[O:37]. The catalyst class is: 794. (3) Reactant: [CH3:1][C:2]1[CH:7]=[CH:6][C:5]([S:8]([O:11][CH2:12][CH:13]2[CH2:17][C:16]3[CH:18]=[C:19]([F:23])[CH:20]=[C:21](Br)[C:15]=3[O:14]2)(=[O:10])=[O:9])=[CH:4][CH:3]=1.[F:24][C:25]([F:36])([F:35])[C:26]1[CH:31]=[CH:30][CH:29]=[CH:28][C:27]=1B(O)O.C(=O)([O-])[O-].[K+].[K+].CC1C=CC(S(OCC2CC3C(C4C=CC=CC=4)=CC=CC=3O2)(=O)=O)=CC=1. Product: [CH3:1][C:2]1[CH:7]=[CH:6][C:5]([S:8]([O:11][CH2:12][CH:13]2[CH2:17][C:16]3[CH:18]=[C:19]([F:23])[CH:20]=[C:21]([C:27]4[CH:28]=[CH:29][CH:30]=[CH:31][C:26]=4[C:25]([F:36])([F:35])[F:24])[C:15]=3[O:14]2)(=[O:10])=[O:9])=[CH:4][CH:3]=1. The catalyst class is: 608.